This data is from Catalyst prediction with 721,799 reactions and 888 catalyst types from USPTO. The task is: Predict which catalyst facilitates the given reaction. (1) Reactant: [CH3:1][O:2][C:3]1[CH:10]=[CH:9][C:6]([CH:7]=[O:8])=[CH:5][CH:4]=1.C(=O)([O-])[O-].[K+].[K+].[F:17][C:18]([Si](C)(C)C)([F:20])[F:19]. Product: [F:17][C:18]([F:20])([F:19])[CH:7]([C:6]1[CH:9]=[CH:10][C:3]([O:2][CH3:1])=[CH:4][CH:5]=1)[OH:8]. The catalyst class is: 9. (2) Reactant: [Cl:1][C:2]1[CH:3]=[CH:4][C:5]2[N:6]([C:8]([NH2:11])=[N:9][N:10]=2)[N:7]=1.Br[CH2:13][C:14]([C:16]1[CH:21]=[C:20]([C:22]([CH3:25])([CH3:24])[CH3:23])[C:19]([OH:26])=[C:18]([C:27]([CH3:30])([CH3:29])[CH3:28])[CH:17]=1)=[O:15]. Product: [Cl:1][C:2]1[CH:3]=[CH:4][C:5]2[N:6]([C:8](=[NH:11])[N:9]([CH2:13][C:14]([C:16]3[CH:21]=[C:20]([C:22]([CH3:24])([CH3:23])[CH3:25])[C:19]([OH:26])=[C:18]([C:27]([CH3:30])([CH3:29])[CH3:28])[CH:17]=3)=[O:15])[N:10]=2)[N:7]=1. The catalyst class is: 3. (3) Reactant: [C:1]([C:3]1[CH:8]=[CH:7][CH:6]=[CH:5][C:4]=1[CH2:9][C:10]([NH2:12])=[O:11])#[CH:2].Cl[C:14]1[C:19]([C:20]([F:23])([F:22])[F:21])=[CH:18][N:17]=[C:16]([NH:24][C:25]2[CH:30]=[CH:29][C:28]([CH:31]3[CH2:36][CH2:35][CH2:34][CH2:33][N:32]3[C:37]([O:39][C:40]([CH3:43])([CH3:42])[CH3:41])=[O:38])=[CH:27][CH:26]=2)[N:15]=1.C(N(CC)CC)C.C1(P(C2C=CC=CC=2)C2C=CC=CC=2)C=CC=CC=1. Product: [NH2:12][C:10](=[O:11])[CH2:9][C:4]1[CH:5]=[CH:6][CH:7]=[CH:8][C:3]=1[C:1]#[C:2][C:18]1[C:19]([C:20]([F:21])([F:22])[F:23])=[CH:14][N:15]=[C:16]([NH:24][C:25]2[CH:26]=[CH:27][C:28]([CH:31]3[CH2:36][CH2:35][CH2:34][CH2:33][N:32]3[C:37]([O:39][C:40]([CH3:43])([CH3:42])[CH3:41])=[O:38])=[CH:29][CH:30]=2)[N:17]=1. The catalyst class is: 122. (4) Reactant: C(OC([NH:8][C@H:9]([CH2:36][C:37]1[CH:42]=[C:41]([F:43])[C:40]([F:44])=[CH:39][C:38]=1[F:45])[CH2:10][C:11]([N:13]1[CH2:17][CH2:16][S:15][C@H:14]1[C:18]([NH:20][CH2:21][C:22]1[CH:35]=[CH:34][C:25]([O:26][C@@H:27]([CH:31]([CH3:33])[CH3:32])[C:28]([OH:30])=[O:29])=[CH:24][CH:23]=1)=[O:19])=[O:12])=O)(C)(C)C.Cl.O1CCOCC1. Product: [NH2:8][C@H:9]([CH2:36][C:37]1[CH:42]=[C:41]([F:43])[C:40]([F:44])=[CH:39][C:38]=1[F:45])[CH2:10][C:11]([N:13]1[CH2:17][CH2:16][S:15][C@H:14]1[C:18]([NH:20][CH2:21][C:22]1[CH:35]=[CH:34][C:25]([O:26][C@@H:27]([CH:31]([CH3:33])[CH3:32])[C:28]([OH:30])=[O:29])=[CH:24][CH:23]=1)=[O:19])=[O:12]. The catalyst class is: 2. (5) Reactant: FC(F)(F)C(O)=O.[NH2:8][CH2:9][CH2:10][C:11]1[CH:16]=[CH:15][C:14]([C:17]2[S:21](=[O:23])(=[O:22])[N:20]([C:24]([CH3:27])([CH3:26])[CH3:25])[C:19](=[O:28])[CH:18]=2)=[CH:13][CH:12]=1.C(N(CC)CC)C.[O:36]([C:43]1[CH:48]=[CH:47][C:46]([S:49](Cl)(=[O:51])=[O:50])=[CH:45][CH:44]=1)[C:37]1[CH:42]=[CH:41][CH:40]=[CH:39][CH:38]=1. Product: [C:24]([N:20]1[C:19](=[O:28])[CH:18]=[C:17]([C:14]2[CH:15]=[CH:16][C:11]([CH2:10][CH2:9][NH:8][S:49]([C:46]3[CH:45]=[CH:44][C:43]([O:36][C:37]4[CH:42]=[CH:41][CH:40]=[CH:39][CH:38]=4)=[CH:48][CH:47]=3)(=[O:51])=[O:50])=[CH:12][CH:13]=2)[S:21]1(=[O:23])=[O:22])([CH3:25])([CH3:27])[CH3:26]. The catalyst class is: 9. (6) Reactant: [CH3:1][CH:2]([CH3:18])[CH2:3][NH:4][CH:5]1[CH2:10][CH2:9][N:8]([C:11]([O:13][C:14]([CH3:17])([CH3:16])[CH3:15])=[O:12])[CH2:7][CH2:6]1.[CH3:19][S:20]([C:23]1[CH:30]=[CH:29][CH:28]=[CH:27][C:24]=1[CH:25]=O)(=[O:22])=[O:21].[Na]. Product: [CH3:19][S:20]([C:23]1[CH:30]=[CH:29][CH:28]=[CH:27][C:24]=1[CH2:25][N:4]([CH2:3][CH:2]([CH3:18])[CH3:1])[CH:5]1[CH2:6][CH2:7][N:8]([C:11]([O:13][C:14]([CH3:15])([CH3:16])[CH3:17])=[O:12])[CH2:9][CH2:10]1)(=[O:22])=[O:21]. The catalyst class is: 26. (7) Reactant: Cl[C:2]1[CH:10]=[CH:9][C:8]([C:11]2[CH:16]=[CH:15][CH:14]=[CH:13][C:12]=2[CH3:17])=[C:7]2[C:3]=1[CH:4]=[C:5]([C:18]([O:20][CH2:21][CH3:22])=[O:19])[NH:6]2.[O:23]=[C:24]([CH3:31])[CH2:25][C:26]([O:28][CH2:29][CH3:30])=[O:27].C(P(C(C)(C)C)C1C=CC=CC=1C1C=CC=CC=1C)(C)(C)C.[O-]P([O-])([O-])=O.[K+].[K+].[K+]. Product: [CH2:29]([O:28][C:26](=[O:27])[CH:25]([C:2]1[CH:10]=[CH:9][C:8]([C:11]2[CH:16]=[CH:15][CH:14]=[CH:13][C:12]=2[CH3:17])=[C:7]2[C:3]=1[CH:4]=[C:5]([C:18]([O:20][CH2:21][CH3:22])=[O:19])[NH:6]2)[C:24](=[O:23])[CH3:31])[CH3:30]. The catalyst class is: 164. (8) Reactant: [F:1][C:2]([F:14])([C:6]1[CH:11]=[CH:10][C:9](=[O:12])[N:8]([CH3:13])[N:7]=1)[C:3]([OH:5])=O.P(Cl)(Cl)(Cl)=O.Cl.[NH2:21][CH2:22][C:23]1[CH:24]=[C:25]2[C:29](=[CH:30][CH:31]=1)[C:28](=[O:32])[N:27]([CH:33]1[CH2:38][CH2:37][C:36](=[O:39])[NH:35][C:34]1=[O:40])[CH2:26]2.C(=O)(O)[O-].[Na+]. Product: [O:40]=[C:34]1[CH:33]([N:27]2[CH2:26][C:25]3[C:29](=[CH:30][CH:31]=[C:23]([CH2:22][NH:21][C:3](=[O:5])[C:2]([F:1])([F:14])[C:6]4[CH:11]=[CH:10][C:9](=[O:12])[N:8]([CH3:13])[N:7]=4)[CH:24]=3)[C:28]2=[O:32])[CH2:38][CH2:37][C:36](=[O:39])[NH:35]1. The catalyst class is: 17. (9) Reactant: [C:1]([O:5][C:6]([N:8]1[CH2:12][CH2:11][CH2:10][CH:9]1[CH:13]=O)=[O:7])([CH3:4])([CH3:3])[CH3:2].[CH3:15][NH2:16].[BH4-].[Na+]. Product: [C:1]([O:5][C:6]([N:8]1[CH2:12][CH2:11][CH2:10][CH:9]1[CH2:13][NH:16][CH3:15])=[O:7])([CH3:4])([CH3:3])[CH3:2]. The catalyst class is: 5.